From a dataset of Full USPTO retrosynthesis dataset with 1.9M reactions from patents (1976-2016). Predict the reactants needed to synthesize the given product. Given the product [Cl:1][C:2]1[CH:3]=[CH:4][C:5]([N+:15]([O-:17])=[O:16])=[C:6]([C:8]2[NH:19][N:11]=[CH:10][CH:9]=2)[CH:7]=1, predict the reactants needed to synthesize it. The reactants are: [Cl:1][C:2]1[CH:3]=[CH:4][C:5]([N+:15]([O-:17])=[O:16])=[C:6]([C:8](=O)[CH:9]=[CH:10][N:11](C)C)[CH:7]=1.O.[NH2:19]N.